From a dataset of Reaction yield outcomes from USPTO patents with 853,638 reactions. Predict the reaction yield, written as a fraction of the theoretical maximum amount of product (1.0 means a 100% yield; for example, 0.34 means a 34% yield). (1) The reactants are [CH3:1][CH:2]([N:4]1[C:8]2[N:9]=[C:10]([CH2:18][CH2:19][CH3:20])[CH:11]=[C:12]([C:13]([O:15]CC)=[O:14])[C:7]=2[CH:6]=[N:5]1)[CH3:3].[OH-].[Na+]. The catalyst is C(O)C.C1COCC1. The product is [CH3:3][CH:2]([N:4]1[C:8]2[N:9]=[C:10]([CH2:18][CH2:19][CH3:20])[CH:11]=[C:12]([C:13]([OH:15])=[O:14])[C:7]=2[CH:6]=[N:5]1)[CH3:1]. The yield is 0.890. (2) The product is [C:24]([C:26]([C:29]1[CH:30]=[C:31]([CH:35]=[CH:36][CH:37]=1)[C:32]([NH:1][C:2]1[CH:23]=[CH:22][CH:21]=[C:4]([O:5][C:6]2[CH:7]=[CH:8][C:9]3[N:10]([CH:12]=[C:13]([NH:15][C:16]([CH:18]4[CH2:20][CH2:19]4)=[O:17])[N:14]=3)[N:11]=2)[CH:3]=1)=[O:33])([CH3:28])[CH3:27])#[N:25]. The reactants are [NH2:1][C:2]1[CH:3]=[C:4]([CH:21]=[CH:22][CH:23]=1)[O:5][C:6]1[CH:7]=[CH:8][C:9]2[N:10]([CH:12]=[C:13]([NH:15][C:16]([CH:18]3[CH2:20][CH2:19]3)=[O:17])[N:14]=2)[N:11]=1.[C:24]([C:26]([C:29]1[CH:30]=[C:31]([CH:35]=[CH:36][CH:37]=1)[C:32](O)=[O:33])([CH3:28])[CH3:27])#[N:25].Cl.CN(C)CCCN=C=NCC.ON1C2C=CC=CC=2N=N1. The yield is 0.770. The catalyst is CN(C)C=O. (3) The reactants are [CH:1](=O)/[CH:2]=[CH:3]/[CH3:4].[C:6]1([S:12]([C:15]#[N:16])(=[O:14])=[O:13])[CH:11]=[CH:10][CH:9]=[CH:8][CH:7]=1.Cl([O-])(=O)(=O)=O.[Li+]. No catalyst specified. The product is [C:6]1([S:12]([C:15]2[CH:4]=[CH:3][CH:2]=[CH:1][N:16]=2)(=[O:13])=[O:14])[CH:7]=[CH:8][CH:9]=[CH:10][CH:11]=1. The yield is 0.890.